Dataset: Full USPTO retrosynthesis dataset with 1.9M reactions from patents (1976-2016). Task: Predict the reactants needed to synthesize the given product. (1) Given the product [Br:1][C:17]1[C:18](=[O:23])[C@@H:19]([CH2:20][CH2:21][CH3:22])[C@@:7]2([CH2:3][CH2:4][CH2:5][CH3:6])[CH2:15][C:14]3[CH:13]=[C:12]([OH:16])[CH:11]=[CH:10][C:9]=3[C:8]=12, predict the reactants needed to synthesize it. The reactants are: [Br:1]Br.[CH2:3]([C@@:7]12[C@H:19]([CH2:20][CH2:21][CH3:22])[C:18](=[O:23])[CH:17]=[C:8]1[C:9]1[CH:10]=[CH:11][C:12]([OH:16])=[CH:13][C:14]=1[CH2:15]2)[CH2:4][CH2:5][CH3:6].C([O-])(O)=O.[Na+]. (2) Given the product [C:9]([N:8]([CH2:12][C:13]1[CH:18]=[C:17]([C:19]([F:22])([F:21])[F:20])[CH:16]=[CH:15][C:14]=1[C:41]1[CH:42]=[C:37]([CH2:36][C:35]([OH:44])=[O:34])[CH:38]=[N:39][CH:40]=1)[CH2:1][C:2]1[CH:7]=[CH:6][CH:5]=[CH:4][CH:3]=1)(=[O:11])[CH3:10], predict the reactants needed to synthesize it. The reactants are: [CH2:1]([N:8]([CH2:12][C:13]1[CH:18]=[C:17]([C:19]([F:22])([F:21])[F:20])[CH:16]=[CH:15][C:14]=1B1OC(C)(C)C(C)(C)O1)[C:9](=[O:11])[CH3:10])[C:2]1[CH:7]=[CH:6][CH:5]=[CH:4][CH:3]=1.C([O:34][C:35](=[O:44])[CH2:36][C:37]1[CH:38]=[N:39][CH:40]=[C:41](Br)[CH:42]=1)C. (3) Given the product [CH2:12]([N:11]([CH3:10])[C:7]([C:5]1[S:6][C:2]([Br:1])=[CH:3][CH:4]=1)=[O:8])[C:13]1[CH:18]=[CH:17][CH:16]=[CH:15][CH:14]=1, predict the reactants needed to synthesize it. The reactants are: [Br:1][C:2]1[S:6][C:5]([C:7](Cl)=[O:8])=[CH:4][CH:3]=1.[CH3:10][NH:11][CH2:12][C:13]1[CH:18]=[CH:17][CH:16]=[CH:15][CH:14]=1.C(N(CC)CC)C. (4) Given the product [Cl:34][C:35]1[N:40]=[C:39]([C:18]2[N:15]3[CH:16]=[CH:17][C:12]([C:2]([CH3:1])([O:4][Si:5]([CH2:10][CH3:11])([CH2:6][CH3:7])[CH2:8][CH3:9])[CH3:3])=[N:13][C:14]3=[N:20][CH:19]=2)[CH:38]=[CH:37][N:36]=1, predict the reactants needed to synthesize it. The reactants are: [CH3:1][C:2]([C:12]1[CH:17]=[CH:16][N:15]2[C:18]([Sn](CCCC)(CCCC)CCCC)=[CH:19][N:20]=[C:14]2[N:13]=1)([O:4][Si:5]([CH2:10][CH3:11])([CH2:8][CH3:9])[CH2:6][CH3:7])[CH3:3].[Cl:34][C:35]1[N:40]=[C:39](Cl)[CH:38]=[CH:37][N:36]=1. (5) Given the product [Cl:37][C:33]1[CH:34]=[N:35][CH:36]=[C:4]([Cl:3])[C:5]=1[C:6]([NH:8][C@H:9]([C:29]([OH:31])=[O:30])[CH2:10][C:11]1[S:12][C:13]([O:16][CH2:17][CH2:18][C:19]2[CH:28]=[CH:27][C:26]3[CH2:25][CH2:24][CH2:23][NH:22][C:21]=3[N:20]=2)=[CH:14][CH:15]=1)=[O:7], predict the reactants needed to synthesize it. The reactants are: [OH-].[Na+].[Cl:3][C:4]1[CH:36]=[N:35][CH:34]=[C:33]([Cl:37])[C:5]=1[C:6]([NH:8][C@H:9]([C:29]([O:31]C)=[O:30])[CH2:10][C:11]1[S:12][C:13]([O:16][CH2:17][CH2:18][C:19]2[CH:28]=[CH:27][C:26]3[CH2:25][CH2:24][CH2:23][NH:22][C:21]=3[N:20]=2)=[CH:14][CH:15]=1)=[O:7].Cl.